Dataset: Catalyst prediction with 721,799 reactions and 888 catalyst types from USPTO. Task: Predict which catalyst facilitates the given reaction. (1) Product: [NH2:9][C:10]1[C:20]([Cl:8])=[C:19]([CH:21]=[O:22])[C:18]([C:23]([F:24])([F:25])[F:26])=[CH:17][C:11]=1[C:12]([O:14][CH2:15][CH3:16])=[O:13]. The catalyst class is: 3. Reactant: C1C(=O)N([Cl:8])C(=O)C1.[NH2:9][C:10]1[CH:20]=[C:19]([CH:21]=[O:22])[C:18]([C:23]([F:26])([F:25])[F:24])=[CH:17][C:11]=1[C:12]([O:14][CH2:15][CH3:16])=[O:13].O. (2) Reactant: [N+:1]([C:4]1[CH:12]=[CH:11][C:7]2[N:8]=C[S:10][C:6]=2[CH:5]=1)([O-:3])=[O:2].O.NN.Cl. Product: [NH2:8][C:7]1[CH:11]=[CH:12][C:4]([N+:1]([O-:3])=[O:2])=[CH:5][C:6]=1[SH:10]. The catalyst class is: 40. (3) Reactant: [H-].[Na+].[CH:3](/[C:6]1[C:10]2=[CH:11][CH:12]=[C:13]3[C:22]([NH:21][C:20]4[C:15](=[CH:16][CH:17]=[CH:18][CH:19]=4)[C:14]3=[O:23])=[C:9]2[NH:8][C:7]=1[CH:24]=C)=[CH:4]/[CH3:5].Cl[C:27]1[N:32]=[C:31]([C:33]2[CH:38]=[CH:37][CH:36]=[CH:35][CH:34]=2)[N:30]=[C:29]([C:39]2[CH:44]=[CH:43][CH:42]=[CH:41][CH:40]=2)[N:28]=1. Product: [C:39]1([C:29]2[N:30]=[C:31]([C:33]3[CH:38]=[CH:37][CH:36]=[CH:35][CH:34]=3)[N:32]=[C:27]([N:21]3[C:20]4[CH:19]=[CH:18][CH:17]=[CH:16][C:15]=4[C:14](=[O:23])[C:13]4[CH:12]=[CH:11][C:10]5[C:6]6[CH:3]=[CH:4][CH:5]=[CH:24][C:7]=6[N:8]([C:27]6[N:32]=[C:31]([C:33]7[CH:38]=[CH:37][CH:36]=[CH:35][CH:34]=7)[N:30]=[C:29]([C:39]7[CH:40]=[CH:41][CH:42]=[CH:43][CH:44]=7)[N:28]=6)[C:9]=5[C:22]3=4)[N:28]=2)[CH:44]=[CH:43][CH:42]=[CH:41][CH:40]=1. The catalyst class is: 4. (4) Reactant: C[O:2][C:3](=[O:41])[CH2:4][C@H:5]1[C:9]2[CH:10]=[CH:11][C:12]([O:14][C@H:15]3[C:23]4[C:18](=[C:19]([O:25][C:26]5[CH:31]=[C:30]([O:32][CH2:33][CH2:34][C:35]([OH:38])([CH3:37])[CH3:36])[CH:29]=[CH:28][C:27]=5[C:39]#[N:40])[CH:20]=[CH:21][C:22]=4[F:24])[CH2:17][CH2:16]3)=[CH:13][C:8]=2[O:7][CH2:6]1.[OH-].[K+]. Product: [C:39]([C:27]1[CH:28]=[CH:29][C:30]([O:32][CH2:33][CH2:34][C:35]([OH:38])([CH3:36])[CH3:37])=[CH:31][C:26]=1[O:25][C:19]1[CH:20]=[CH:21][C:22]([F:24])=[C:23]2[C:18]=1[CH2:17][CH2:16][C@H:15]2[O:14][C:12]1[CH:11]=[CH:10][C:9]2[C@H:5]([CH2:4][C:3]([OH:41])=[O:2])[CH2:6][O:7][C:8]=2[CH:13]=1)#[N:40]. The catalyst class is: 8.